From a dataset of Forward reaction prediction with 1.9M reactions from USPTO patents (1976-2016). Predict the product of the given reaction. (1) Given the reactants [C:1]([O:5][C:6](=[O:22])[NH:7][C:8]1[CH:13]=[C:12]([N:14]([CH3:16])[CH3:15])[C:11]([C:17]([F:20])([F:19])[F:18])=[CH:10][C:9]=1[NH2:21])([CH3:4])([CH3:3])[CH3:2].C([O:27][C:28](=O)[CH2:29][C:30](=[O:42])[C:31]1[CH:36]=[CH:35][CH:34]=[C:33]([N:37]2[CH:41]=[N:40][CH:39]=[N:38]2)[CH:32]=1)(C)(C)C, predict the reaction product. The product is: [C:1]([O:5][C:6](=[O:22])[NH:7][C:8]1[CH:13]=[C:12]([N:14]([CH3:16])[CH3:15])[C:11]([C:17]([F:20])([F:19])[F:18])=[CH:10][C:9]=1[NH:21][C:28](=[O:27])[CH2:29][C:30](=[O:42])[C:31]1[CH:36]=[CH:35][CH:34]=[C:33]([N:37]2[CH:41]=[N:40][CH:39]=[N:38]2)[CH:32]=1)([CH3:4])([CH3:2])[CH3:3]. (2) Given the reactants C(N(C(C)C)C(C)C)C.[NH2:10][C@@H:11]1[CH2:15][CH2:14][N:13]([C:16]2[C:25]3[C:20](=[CH:21][C:22]([CH3:26])=[CH:23][CH:24]=3)[N:19]=[C:18]([C:27]3[C:32]([F:33])=[CH:31][CH:30]=[CH:29][C:28]=3[OH:34])[N:17]=2)[CH2:12]1.Cl[C:36]([O:38][C@H:39]1[CH2:43][CH2:42][O:41][CH2:40]1)=[O:37], predict the reaction product. The product is: [F:33][C:32]1[CH:31]=[CH:30][CH:29]=[C:28]([OH:34])[C:27]=1[C:18]1[N:17]=[C:16]([N:13]2[CH2:14][CH2:15][C@@H:11]([NH:10][C:36](=[O:37])[O:38][C@H:39]3[CH2:43][CH2:42][O:41][CH2:40]3)[CH2:12]2)[C:25]2[C:20](=[CH:21][C:22]([CH3:26])=[CH:23][CH:24]=2)[N:19]=1. (3) Given the reactants [C:1]([C:3]1[N:4]=[CH:5][N:6]([CH3:13])[C:7]=1[C:8](=[O:12])SCC)#[N:2].C([SiH](CC)CC)C, predict the reaction product. The product is: [CH:8]([C:7]1[N:6]([CH3:13])[CH:5]=[N:4][C:3]=1[C:1]#[N:2])=[O:12]. (4) Given the reactants [CH3:1][NH:2][C:3](=[O:15])[O:4][CH2:5][C@H:6]([NH2:14])[CH2:7][C:8]1[CH:13]=[CH:12][CH:11]=[CH:10][CH:9]=1.CS(O)(=O)=O.[O-:21][C:22]#[N:23].[Na+].[OH-].[Na+].Cl, predict the reaction product. The product is: [NH2:23][C:22]([CH2:1][NH:2][C:3](=[O:15])[O:4][CH2:5][C@H:6]([NH2:14])[CH2:7][C:8]1[CH:13]=[CH:12][CH:11]=[CH:10][CH:9]=1)=[O:21]. (5) Given the reactants [C:1]([C:5]1[CH:10]=[CH:9][C:8]([S:11]([N:14]([CH2:22][C:23]([OH:25])=O)[C:15]2[CH:20]=[CH:19][C:18]([CH3:21])=[CH:17][CH:16]=2)(=[O:13])=[O:12])=[CH:7][CH:6]=1)([CH3:4])([CH3:3])[CH3:2].[CH2:26]([NH:33][CH2:34][CH2:35][C:36]#[N:37])[C:27]1[CH:32]=[CH:31][CH:30]=[CH:29][CH:28]=1, predict the reaction product. The product is: [CH2:26]([N:33]([CH2:34][CH2:35][C:36]#[N:37])[C:23](=[O:25])[CH2:22][N:14]([S:11]([C:8]1[CH:7]=[CH:6][C:5]([C:1]([CH3:2])([CH3:4])[CH3:3])=[CH:10][CH:9]=1)(=[O:13])=[O:12])[C:15]1[CH:20]=[CH:19][C:18]([CH3:21])=[CH:17][CH:16]=1)[C:27]1[CH:32]=[CH:31][CH:30]=[CH:29][CH:28]=1. (6) Given the reactants [CH2:1]([O:8][C:9]1[CH:16]=[CH:15][C:12]([CH:13]=O)=[CH:11][C:10]=1[O:17][CH3:18])[C:2]1[CH:7]=[CH:6][CH:5]=[CH:4][CH:3]=1.[C:19]([O-:23])(=[O:22])[CH2:20][CH3:21].[Na+].C(OC(=O)CC)(=O)CC, predict the reaction product. The product is: [CH3:18][O:17][C:10]1[CH:11]=[C:12]([CH:13]=[C:20]([CH3:21])[C:19]([OH:23])=[O:22])[CH:15]=[CH:16][C:9]=1[O:8][CH2:1][C:2]1[CH:7]=[CH:6][CH:5]=[CH:4][CH:3]=1. (7) Given the reactants [CH:1]1([N:4]([CH2:17][CH2:18][CH2:19][C:20]([O:22][CH2:23][CH3:24])=[O:21])[S:5]([C:8]2[CH:9]=[C:10]([CH:14]=[CH:15][CH:16]=2)[C:11](O)=[O:12])(=[O:7])=[O:6])[CH2:3][CH2:2]1.C(Cl)(=O)C(Cl)=O.[NH2:31][C:32]1[S:33][C:34]2[CH2:61][CH2:60][CH2:59][CH2:58][C:35]=2[C:36]=1[C:37]([NH:39][C:40]1[CH:45]=[CH:44][C:43]([CH2:46][CH2:47][C:48]2[CH:57]=[CH:56][C:51]([C:52]([O:54][CH3:55])=[O:53])=[CH:50][CH:49]=2)=[CH:42][CH:41]=1)=[O:38], predict the reaction product. The product is: [CH:1]1([N:4]([CH2:17][CH2:18][CH2:19][C:20]([O:22][CH2:23][CH3:24])=[O:21])[S:5]([C:8]2[CH:9]=[C:10]([CH:14]=[CH:15][CH:16]=2)[C:11]([NH:31][C:32]2[S:33][C:34]3[CH2:61][CH2:60][CH2:59][CH2:58][C:35]=3[C:36]=2[C:37]([NH:39][C:40]2[CH:41]=[CH:42][C:43]([CH2:46][CH2:47][C:48]3[CH:49]=[CH:50][C:51]([C:52]([O:54][CH3:55])=[O:53])=[CH:56][CH:57]=3)=[CH:44][CH:45]=2)=[O:38])=[O:12])(=[O:7])=[O:6])[CH2:2][CH2:3]1.